From a dataset of Reaction yield outcomes from USPTO patents with 853,638 reactions. Predict the reaction yield, written as a fraction of the theoretical maximum amount of product (1.0 means a 100% yield; for example, 0.34 means a 34% yield). (1) The reactants are [NH:1]1[C:9]2[C:4](=[CH:5][C:6]([CH:10]=[O:11])=[CH:7][CH:8]=2)[CH:3]=[CH:2]1.[H-].[Na+].CI.[C:16](OCC)(=O)C. The catalyst is CN(C=O)C. The product is [CH3:16][N:1]1[C:9]2[C:4](=[CH:5][C:6]([CH:10]=[O:11])=[CH:7][CH:8]=2)[CH:3]=[CH:2]1. The yield is 0.910. (2) The reactants are [CH3:1][N:2]([CH3:43])[CH2:3][CH2:4][N:5]([CH3:42])[C:6](=[O:41])[C:7]1[CH:12]=[CH:11][C:10]([NH:13][C:14]([NH:16][C:17]2[CH:22]=[CH:21][C:20]([C:23]3[N:28]=[C:27]([N:29]4[CH2:34][CH2:33][O:32][CH2:31][CH2:30]4)[N:26]=[C:25]([N:35]4[CH2:40][CH2:39][O:38][CH2:37][CH2:36]4)[N:24]=3)=[CH:19][CH:18]=2)=[O:15])=[CH:9][CH:8]=1.CO.[ClH:46]. The catalyst is O1CCOCC1. The product is [ClH:46].[CH3:1][N:2]([CH3:43])[CH2:3][CH2:4][N:5]([CH3:42])[C:6](=[O:41])[C:7]1[CH:12]=[CH:11][C:10]([NH:13][C:14]([NH:16][C:17]2[CH:18]=[CH:19][C:20]([C:23]3[N:28]=[C:27]([N:29]4[CH2:30][CH2:31][O:32][CH2:33][CH2:34]4)[N:26]=[C:25]([N:35]4[CH2:40][CH2:39][O:38][CH2:37][CH2:36]4)[N:24]=3)=[CH:21][CH:22]=2)=[O:15])=[CH:9][CH:8]=1. The yield is 0.880. (3) The reactants are [Cl:1][C:2]1[CH:3]=[C:4]([NH:9][C:10]2[C:15]3[C:16]4[CH2:24][CH2:23][C:22]5[C:18](=[CH:19][N:20]([CH2:25][CH2:26][OH:27])[N:21]=5)[C:17]=4[S:28][C:14]=3[N:13]=[CH:12][N:11]=2)[CH:5]=[CH:6][C:7]=1[F:8].ClC1C(=O)C(C#N)=C(C#N)C(=O)C=1Cl. The catalyst is O1CCOCC1. The product is [Cl:1][C:2]1[CH:3]=[C:4]([NH:9][C:10]2[N:11]=[CH:12][N:13]=[C:14]3[C:15]=2[C:16]2[CH:24]=[CH:23][C:22]4[C:18](=[CH:19][N:20]([CH2:25][CH2:26][OH:27])[N:21]=4)[C:17]=2[S:28]3)[CH:5]=[CH:6][C:7]=1[F:8]. The yield is 1.16.